Dataset: NCI-60 drug combinations with 297,098 pairs across 59 cell lines. Task: Regression. Given two drug SMILES strings and cell line genomic features, predict the synergy score measuring deviation from expected non-interaction effect. (1) Drug 1: CN(CCCl)CCCl.Cl. Drug 2: B(C(CC(C)C)NC(=O)C(CC1=CC=CC=C1)NC(=O)C2=NC=CN=C2)(O)O. Cell line: SNB-19. Synergy scores: CSS=37.3, Synergy_ZIP=-2.51, Synergy_Bliss=-2.77, Synergy_Loewe=-35.2, Synergy_HSA=-3.09. (2) Drug 1: CC1=C(C(CCC1)(C)C)C=CC(=CC=CC(=CC(=O)O)C)C. Drug 2: C1CN(CCN1C(=O)CCBr)C(=O)CCBr. Cell line: RPMI-8226. Synergy scores: CSS=45.0, Synergy_ZIP=-14.8, Synergy_Bliss=-8.83, Synergy_Loewe=-5.85, Synergy_HSA=-3.90.